This data is from Experimentally validated miRNA-target interactions with 360,000+ pairs, plus equal number of negative samples. The task is: Binary Classification. Given a miRNA mature sequence and a target amino acid sequence, predict their likelihood of interaction. (1) The miRNA is mmu-miR-1b-5p with sequence UACAUACUUCUUUACAUUCCA. The protein sequence of the target gene is MDPVRPLFRGPTPVHPSQCVRMPGCWPQAPRPLEPAWGRAGPAGRGLVFRKPEDSSPPLQPVQKDSVGLVSMFRGMGLDTAFRPPSKREVPPLGRGVLGRGLSANMVRKDREEPRSSLPDPSVLAAGDSKLAEASVGWSRMLGRGSSEVSLLPLGRAASSIGRGMDKPPSAFGLTARDPPRLPQPPALSPTSLHSADPPPVLTMERKEKELLVKQGSKGTPQSLGLNLIKIQCHNEAVYQYHVTFSPSVECKSMRFGMLKDHQSVTGNVTAFDGSILYLPVKLQQVVELKSQRKTDDAEI.... Result: 1 (interaction). (2) The miRNA is hsa-miR-5586-5p with sequence UAUCCAGCUUGUUACUAUAUGC. The protein sequence of the target gene is MEPWKQCAQWLIHSKVLPPNHRVTWDSAQVFDLAQTLRDGVLLCQLLNNLRPHSINLKEINLRPQMSQFLCLKNIRTFLAACCDTFGMRKSELFEAFDLFDVRDFGKVIETLSRLSRTPIALATGIRPFPTEESINDEDIYKGLPDLIDETRVEDEEDLYDCVYGEDEGGEVYEDLMKAEEAQQPKSQENDIRSCCLAEIRQTEEKYTETLESIEKYFMAPLKRFLTAAEFDSVFINIPDLVKVHRSLMQEIHDSIVNKDDQNLYQVFINYKERLVIYGQYCSGVESAISNLDYISKTKE.... Result: 0 (no interaction). (3) The miRNA is mmu-miR-3104-3p with sequence ACGCUCUGCUUUGCUCCCCCAGA. The protein sequence of the target gene is MQHPGPRLWLVLQVMIGSCTAISSMDLERPGDGKCQPVEIPMCKDIGYNTTRMPNLMGHENQREAAIQLHEFAPLVEYGCHSHLRFFLCSLYAPMCTEQVSTPIPACRVMCEQARLKCSPIMEQFKFRWPDSLDCSKLPNKNDPNYLCMEAPNNGSDEPSRGSGMFPPLFRPQRPHSAQEHPLKDGGPGRAGCDNPGKFHHVEKSESCAPLCTPGVDVYWSRDDKRFAVVWLAIWSVLCFFSSAFTVLTFLIDPSRFRYPERPIIFLSMCYCVYSVGYIIRLFAGAESIACDRDSGQLYV.... Result: 0 (no interaction). (4) The miRNA is hsa-miR-6821-3p with sequence UGACCUCUCCGCUCCGCACAG. The protein sequence of the target gene is MEKKWKYCAVYYIIQIHFVKGVWEKTVNTEENVYATLGSDVNLTCQTQTVGFFVQMQWSKVTNKIDLIAVYHPQYGFYCAYGRPCESLVTFTETPENGSKWTLHLRNMSCSVSGRYECMLVLYPEGIQTKIYNLLIQTHVTADEWNSNHTIEIEINQTLEIPCFQNSSSKISSEFTYAWSVENSSTDSWVLLSKGIKEDNGTQETLISQNHLISNSTLLKDRVKLGTDYRLHLSPVQIFDDGRKFSCHIRVGPNKILRSSTTVKVFAKPEIPVIVENNSTDVLVERRFTCLLKNVFPKAN.... Result: 1 (interaction). (5) The miRNA is hsa-miR-6507-3p with sequence CAAAGUCCUUCCUAUUUUUCCC. The protein sequence of the target gene is MARRAAGGAPPSARAAAAVPLRPRPHSRGPGLLPLPLLLLLGAARAGALEIQRRFPSPTPTNNFALDGTAGTVYLAAVNRLYQLSSANLSLEAEATVGPVPDSPLCHAPQLPQASCEHPRRLTDNYNKILQLDPGQGLVVACGSIYQGLCQLRRRGNISALAVSFPPAAPTAEPVTVFPSMLNVAANHPNASTVGLVLPPTSGTGGSRLLVGATYTGFGSAFFPRNRSLEDHRFENTPEIAIRSLDARGDLAKLFTFDLNPSDDNILKIKQGAKEQHKLGFVRAFLHPAVPPHSAQPYAY.... Result: 0 (no interaction). (6) The miRNA is hsa-let-7c-3p with sequence CUGUACAACCUUCUAGCUUUCC. The protein sequence of the target gene is MNGDMPHVPITTLAGIASLTDLLNQLPLPSPLPATTTKSLLFNARIAEEVNCLLACRDDNLVSQLVHSLNQVSTDHIELKDNLGSDDPEGDIPVLLQAVLARSPNVFREKSMQNRYVQSGMMMSQYKLSQNSMHSSPASSNYQQTTISHSPSSRFVPPQTSSGNRFMPQQNSPVPSPYAPQSPAGYMPYSHPSSYTTHPQMQQASVSSPIVAGGLRNIHDNKVSGPLSGNSANHHADNPRHGSSEDYLHMVHRLSSDDGDSSTMRNAASFPLRSPQPVCSPAGSEGTPKGSRPPLILQSQ.... Result: 1 (interaction). (7) The miRNA is cel-miR-60-3p with sequence UAUUAUGCACAUUUUCUAGUUCA. The protein sequence of the target gene is MGPTSPAARGQGRRWRPPLPLLLPLSLLLLRAQLAVGNLAVGSPSAAEAPGSAQVAGLCGRLTLHRDLRTGRWEPDPQRSRRCLLDPQRVLEYCRQMYPELHIARVEQAAQAIPMERWCGGTRSGRCAHPHHEVVPFHCLPGEFVSEALLVPEGCRFLHQERMDQCESSTRRHQEAQEACSSQGLILHGSGMLLPCGSDRFRGVEYVCCPPPATPNPSGMAAGDPSTRSWPLGGRAEGGEDEEEVESFPQPVDDYFVEPPQAEEEEEEEEERAPPPSSHTPVMVSRVTPTPRPTDGVDVY.... Result: 0 (no interaction). (8) The miRNA is mmu-miR-5130 with sequence CUGGAGCGCGCGGGCGAGGCAGGC. The protein sequence of the target gene is MEIRQHEWLSASPHEGFEQMRLKSRPKEPSPSLTRVGANFYSSVKQQDYSASVWLRRKDKLEHSQQKCIVIFALVCCFAVLVALIFSAVDIMGEDEDGLSEKNCQNKCRIALVENIPEGLNYSEDAPFHLPLFQGWMNLLNMAKKSVDIVSSHWDLNHTHPAACQGQRLFEKLLQLTSQNIEVKLVSDVTADSKVLEALKLKGAEVTYMNMTAYNKGRLQSSFWIVDKQHVYIGSAGLDWRSLGQMKELGVIFYNCSCLVLDLQRIFALYSSLKFKSRVPQTWSKRLYGVYDNEKKLQLQ.... Result: 1 (interaction).